Predict the reactants needed to synthesize the given product. From a dataset of Full USPTO retrosynthesis dataset with 1.9M reactions from patents (1976-2016). (1) Given the product [C:1]([O:5][C:6](=[O:31])[CH2:7][CH2:8][CH2:9][N:10]([CH2:37][C:36]1[CH:39]=[CH:40][C:33]([Cl:32])=[CH:34][CH:35]=1)[CH2:11][CH2:12][N:13]1[C:22]2[C:17]([C:18](=[O:24])[NH:19][C:20](=[O:23])[N:21]=2)=[N:16][C:15]2[CH:25]=[C:26]([CH3:30])[C:27]([CH3:29])=[CH:28][C:14]1=2)([CH3:2])([CH3:4])[CH3:3], predict the reactants needed to synthesize it. The reactants are: [C:1]([O:5][C:6](=[O:31])[CH2:7][CH2:8][CH2:9][NH:10][CH2:11][CH2:12][N:13]1[C:22]2[C:17]([C:18](=[O:24])[NH:19][C:20](=[O:23])[N:21]=2)=[N:16][C:15]2[CH:25]=[C:26]([CH3:30])[C:27]([CH3:29])=[CH:28][C:14]1=2)([CH3:4])([CH3:3])[CH3:2].[Cl:32][C:33]1[CH:40]=[CH:39][C:36]([CH:37]=O)=[CH:35][CH:34]=1.C([BH3-])#N.[Na+]. (2) Given the product [Br:19][C:9]1[C:8]([O:11][CH3:12])=[C:7]([C:13]#[N:14])[C:6](=[O:15])[N:5]([CH:4]([CH:16]2[CH2:18][CH2:17]2)[CH:1]2[CH2:2][CH2:3]2)[CH:10]=1, predict the reactants needed to synthesize it. The reactants are: [CH:1]1([CH:4]([CH:16]2[CH2:18][CH2:17]2)[N:5]2[CH:10]=[CH:9][C:8]([O:11][CH3:12])=[C:7]([C:13]#[N:14])[C:6]2=[O:15])[CH2:3][CH2:2]1.[Br:19]N1C(=O)CCC1=O. (3) Given the product [CH2:1]([O:3][C:4]([C:6]1[C:11]([NH:16][C:17]2[CH:18]=[N:19][CH:20]=[CH:21][CH:22]=2)=[CH:10][CH:9]=[C:8]([CH:13]2[CH2:15][CH2:14]2)[N:7]=1)=[O:5])[CH3:2], predict the reactants needed to synthesize it. The reactants are: [CH2:1]([O:3][C:4]([C:6]1[C:11](Br)=[CH:10][CH:9]=[C:8]([CH:13]2[CH2:15][CH2:14]2)[N:7]=1)=[O:5])[CH3:2].[NH2:16][C:17]1[CH:18]=[N:19][CH:20]=[CH:21][CH:22]=1. (4) Given the product [Cl:1][C:2]1[C:3]([CH3:12])=[N:4][CH:5]=[C:6]([CH3:10])[C:7]=1[O:8][CH3:9], predict the reactants needed to synthesize it. The reactants are: [Cl:1][C:2]1[C:3]([CH3:12])=[N:4][CH:5]=[C:6]([CH2:10]Cl)[C:7]=1[O:8][CH3:9]. (5) Given the product [OH:1][C@@:2]1([C:9]#[C:10][C:11]2[CH:12]=[C:13]([C:17]3[N:18]=[C:19]([C:27]([NH2:32])=[O:29])[C:20]4[C:25]([CH:26]=3)=[CH:24][CH:23]=[CH:22][CH:21]=4)[CH:14]=[CH:15][CH:16]=2)[CH2:6][CH2:5][N:4]([CH3:7])[C:3]1=[O:8], predict the reactants needed to synthesize it. The reactants are: [OH:1][C@@:2]1([C:9]#[C:10][C:11]2[CH:12]=[C:13]([C:17]3[N:18]=[C:19]([C:27]([O:29]CC)=O)[C:20]4[C:25]([CH:26]=3)=[CH:24][CH:23]=[CH:22][CH:21]=4)[CH:14]=[CH:15][CH:16]=2)[CH2:6][CH2:5][N:4]([CH3:7])[C:3]1=[O:8].[NH3:32]. (6) Given the product [C:17]([O:20][CH2:21][C:22]1[C:23]([N:37]2[CH2:48][CH2:47][N:46]3[C:39](=[CH:40][C:41]4[CH2:42][C:43]([CH3:50])([CH3:49])[CH2:44][C:45]=43)[C:38]2=[O:51])=[N:24][CH:25]=[CH:26][C:27]=1[C:2]1[N:3]=[C:4]([NH:10][C:11]2[S:15][N:14]=[C:13]([CH3:16])[CH:12]=2)[C:5](=[O:9])[N:6]([CH3:8])[CH:7]=1)(=[O:19])[CH3:18], predict the reactants needed to synthesize it. The reactants are: Br[C:2]1[N:3]=[C:4]([NH:10][C:11]2[S:15][N:14]=[C:13]([CH3:16])[CH:12]=2)[C:5](=[O:9])[N:6]([CH3:8])[CH:7]=1.[C:17]([O:20][CH2:21][C:22]1[C:23]([N:37]2[CH2:48][CH2:47][N:46]3[C:39](=[CH:40][C:41]4[CH2:42][C:43]([CH3:50])([CH3:49])[CH2:44][C:45]=43)[C:38]2=[O:51])=[N:24][CH:25]=[CH:26][C:27]=1B1OC(C)(C)C(C)(C)O1)(=[O:19])[CH3:18].[O-]P([O-])([O-])=O.[K+].[K+].[K+].O.O.O.C([O-])(=O)C.[Na+]. (7) Given the product [ClH:18].[C:1]([CH:5]1[CH2:6][CH2:7][CH2:8][NH:9]1)([CH3:4])([CH3:3])[CH3:2], predict the reactants needed to synthesize it. The reactants are: [C:1]([C:5]1[CH2:6][CH2:7][CH2:8][N:9]=1)([CH3:4])([CH3:3])[CH3:2].N1CCCC1=O.[BH4-].[Na+].[ClH:18]. (8) Given the product [Cl:10][C:11]1[C:16]([F:17])=[C:15]([C:18]2[N:9]=[C:7]([OH:8])[C:3]3[S:4][CH:5]=[CH:6][C:2]=3[N:1]=2)[CH:14]=[CH:13][N:12]=1, predict the reactants needed to synthesize it. The reactants are: [NH2:1][C:2]1[CH:6]=[CH:5][S:4][C:3]=1[C:7]([NH2:9])=[O:8].[Cl:10][C:11]1[C:16]([F:17])=[C:15]([CH:18]=O)[CH:14]=[CH:13][N:12]=1.CO.ClC1C(=O)C(C#N)=C(C#N)C(=O)C=1Cl. (9) Given the product [NH2:36][C:25]1[N:24]=[C:23]([C:22]2[CH:21]=[C:20]3[C:15]([CH2:16][CH2:17][N:18]([C:9]([NH:8][C:5]4[CH:6]=[CH:7][C:2]([Cl:1])=[CH:3][CH:4]=4)=[O:10])[CH2:19]3)=[CH:14][C:13]=2[CH3:12])[CH:28]=[C:27]([N:29]2[CH2:34][CH2:33][N:32]([CH3:35])[CH2:31][CH2:30]2)[N:26]=1, predict the reactants needed to synthesize it. The reactants are: [Cl:1][C:2]1[CH:7]=[CH:6][C:5]([N:8]=[C:9]=[O:10])=[CH:4][CH:3]=1.Cl.[CH3:12][C:13]1[CH:14]=[C:15]2[C:20](=[CH:21][C:22]=1[C:23]1[CH:28]=[C:27]([N:29]3[CH2:34][CH2:33][N:32]([CH3:35])[CH2:31][CH2:30]3)[N:26]=[C:25]([NH2:36])[N:24]=1)[CH2:19][NH:18][CH2:17][CH2:16]2.C(N(CC)CC)C.